This data is from Full USPTO retrosynthesis dataset with 1.9M reactions from patents (1976-2016). The task is: Predict the reactants needed to synthesize the given product. (1) Given the product [CH:2]1[C:3]2[C:5](=[CH:4][CH:3]=[CH:5][CH:4]=2)[CH:1]=[CH:2][CH:1]=1, predict the reactants needed to synthesize it. The reactants are: [CH3:1][CH2:2][C:3]([O-])([CH3:5])[CH3:4].[K+]. (2) Given the product [F:32][C:2]([F:1])([F:31])[C:3]1[CH:4]=[C:5]2[CH2:11][NH:10][CH2:9][C:6]2=[N:7][CH:8]=1, predict the reactants needed to synthesize it. The reactants are: [F:1][C:2]([F:32])([F:31])[C:3]1[CH:4]=[C:5]2[CH2:11][N:10](C(C3C=CC=CC=3)(C3C=CC=CC=3)C3C=CC=CC=3)[CH2:9][C:6]2=[N:7][CH:8]=1.FC(F)(F)C(O)=O.